Dataset: Forward reaction prediction with 1.9M reactions from USPTO patents (1976-2016). Task: Predict the product of the given reaction. (1) Given the reactants [Cl:1][C:2]1[CH:7]=[CH:6][C:5]([N:8]=[C:9]=[O:10])=[C:4]([C:11]([F:14])([F:13])[F:12])[CH:3]=1.[CH3:15][O:16][C:17]1[CH:18]=[C:19]2[C:24](=[CH:25][C:26]=1[O:27][CH3:28])[N:23]=[CH:22][N:21]=[C:20]2[NH:29][C:30]1[S:31][C:32]2[CH:38]=[C:37]([NH2:39])[CH:36]=[CH:35][C:33]=2[N:34]=1, predict the reaction product. The product is: [Cl:1][C:2]1[CH:7]=[CH:6][C:5]([NH:8][C:9]([NH:39][C:37]2[CH:36]=[CH:35][C:33]3[N:34]=[C:30]([NH:29][C:20]4[C:19]5[C:24](=[CH:25][C:26]([O:27][CH3:28])=[C:17]([O:16][CH3:15])[CH:18]=5)[N:23]=[CH:22][N:21]=4)[S:31][C:32]=3[CH:38]=2)=[O:10])=[C:4]([C:11]([F:12])([F:13])[F:14])[CH:3]=1. (2) Given the reactants Br[C:2]1[CH:10]=[C:9]2[C:5]([C:6]([CH3:13])([CH3:12])[C:7](=[O:11])[NH:8]2)=[CH:4][CH:3]=1.[N:14]1[CH:19]=[CH:18][C:17](B(O)O)=[CH:16][CH:15]=1, predict the reaction product. The product is: [CH3:12][C:6]1([CH3:13])[C:5]2[C:9](=[CH:10][C:2]([C:17]3[CH:18]=[CH:19][N:14]=[CH:15][CH:16]=3)=[CH:3][CH:4]=2)[NH:8][C:7]1=[O:11]. (3) Given the reactants [CH3:1][CH:2]([CH3:22])[CH2:3][NH:4][C:5]1[CH:10]=[C:9]([CH3:11])[N:8]=[C:7]([O:12][C:13]2[CH:18]=[CH:17][CH:16]=[CH:15][CH:14]=2)[C:6]=1[N+:19]([O-])=O, predict the reaction product. The product is: [CH3:1][CH:2]([CH3:22])[CH2:3][NH:4][C:5]1[CH:10]=[C:9]([CH3:11])[N:8]=[C:7]([O:12][C:13]2[CH:18]=[CH:17][CH:16]=[CH:15][CH:14]=2)[C:6]=1[NH2:19]. (4) Given the reactants C1(C)C=CC(S(Cl)(=O)=O)=CC=1.[C:12]([O:16][C:17]([NH:19][CH:20]1[CH2:25][CH2:24][N:23]([C:26]([NH:28][NH:29][C:30](=[O:35])[C:31]([O:33][CH3:34])=[O:32])=O)[CH2:22][CH2:21]1)=[O:18])([CH3:15])([CH3:14])[CH3:13], predict the reaction product. The product is: [C:12]([O:16][C:17]([NH:19][CH:20]1[CH2:21][CH2:22][N:23]([C:26]2[O:35][C:30]([C:31]([O:33][CH3:34])=[O:32])=[N:29][N:28]=2)[CH2:24][CH2:25]1)=[O:18])([CH3:13])([CH3:14])[CH3:15]. (5) Given the reactants C(NC(C)C)(C)C.C([Li])CCC.[C:13]([O:17][C:18](=[O:22])[CH:19]([CH3:21])[CH3:20])([CH3:16])([CH3:15])[CH3:14].[Br:23][C:24]1[CH:29]=[C:28]([CH2:30]Br)[CH:27]=[CH:26][C:25]=1[Cl:32].[Cl-].[NH4+], predict the reaction product. The product is: [Br:23][C:24]1[CH:29]=[C:28]([CH2:30][C:19]([CH3:21])([CH3:20])[C:18]([O:17][C:13]([CH3:16])([CH3:15])[CH3:14])=[O:22])[CH:27]=[CH:26][C:25]=1[Cl:32].